Dataset: Full USPTO retrosynthesis dataset with 1.9M reactions from patents (1976-2016). Task: Predict the reactants needed to synthesize the given product. (1) Given the product [CH2:1]([O:8][C:9]1[CH:24]=[C:23]([N:25]([CH2:41][C:42]2[CH:43]=[C:44]([C:47]3[CH:42]=[CH:43][CH:44]=[CH:45][CH:46]=3)[C:45]([C:63]3[CH:62]=[CH:61][CH:60]=[C:59]([C:57]([O:56][CH3:55])=[O:58])[CH:64]=3)=[CH:46][CH:47]=2)[C:26](=[O:40])[CH2:27][N:28]([CH3:39])[S:29]([C:5]2[CH:4]=[CH:3][C:2]([CH3:1])=[CH:7][CH:6]=2)(=[O:31])=[O:30])[CH:22]=[CH:21][C:10]=1[C:11]([O:13][CH2:11][C:10]1[CH:21]=[CH:22][CH:23]=[CH:24][CH:9]=1)=[O:12])[C:2]1[CH:7]=[CH:6][CH:5]=[CH:4][CH:3]=1, predict the reactants needed to synthesize it. The reactants are: [CH2:1]([O:8][C:9]1[CH:24]=[C:23]([N:25]([CH2:41][C:42]2[CH:47]=[CH:46][C:45](C3C=CC(Br)=CC=3)=[CH:44][CH:43]=2)[C:26](=[O:40])[CH2:27][N:28]([CH3:39])[S:29](C2C=CC(C)=CC=2)(=[O:31])=[O:30])[CH:22]=[CH:21][C:10]=1[C:11]([O:13]CC1C=CC=CC=1)=[O:12])[C:2]1[CH:7]=[CH:6][CH:5]=[CH:4][CH:3]=1.[CH3:55][O:56][C:57]([C:59]1[CH:60]=[C:61](B(O)O)[CH:62]=[CH:63][CH:64]=1)=[O:58]. (2) Given the product [OH:21][C@@H:5]1[CH:6]2[CH2:15][CH2:14][CH:13]3[C@@:8]([CH3:18])([CH:7]2[CH2:19][CH:20]=[C:3]([CH:2]=[O:1])[CH2:4]1)[CH2:9][CH2:10][CH2:11][C:12]3([CH3:16])[CH3:17], predict the reactants needed to synthesize it. The reactants are: [OH:1][CH2:2][C:3]1[CH2:4][C@H:5]([OH:21])[C@H:6]2[CH2:15][CH2:14][CH:13]3[C@:8]([CH3:18])([CH2:9][CH2:10][CH2:11][C:12]3([CH3:17])[CH3:16])[C@H:7]2[CH2:19][CH:20]=1.CC1(C)N([O])C(C)(C)CCC1.C([O-])(O)=O.[Na+].C([O-])([O-])=O.[K+].[K+].C1C(=O)N(Cl)C(=O)C1. (3) Given the product [OH:10][CH2:1][CH2:2][O:3][CH2:4][CH2:5][O:6][CH2:7][CH2:8][O:9][CH2:13][CH2:12][C:11]([O:15][C:16]([CH3:19])([CH3:18])[CH3:17])=[O:14], predict the reactants needed to synthesize it. The reactants are: [CH2:1]([OH:10])[CH2:2][O:3][CH2:4][CH2:5][O:6][CH2:7][CH2:8][OH:9].[C:11]([O:15][C:16]([CH3:19])([CH3:18])[CH3:17])(=[O:14])[CH:12]=[CH2:13].[Na].Cl. (4) Given the product [CH3:34][N:33]1[C:29]([C:27]#[C:28][C:2]2[CH:26]=[CH:25][CH:24]=[CH:23][C:3]=2[CH2:4][O:5][NH:6][C:7](=[O:22])[C:8]2[CH:13]=[CH:12][CH:11]=[CH:10][C:9]=2[NH:14][CH2:15][C:16]2[CH:21]=[CH:20][N:19]=[CH:18][CH:17]=2)=[CH:30][N:31]=[CH:32]1, predict the reactants needed to synthesize it. The reactants are: I[C:2]1[CH:26]=[CH:25][CH:24]=[CH:23][C:3]=1[CH2:4][O:5][NH:6][C:7](=[O:22])[C:8]1[CH:13]=[CH:12][CH:11]=[CH:10][C:9]=1[NH:14][CH2:15][C:16]1[CH:21]=[CH:20][N:19]=[CH:18][CH:17]=1.[C:27]([C:29]1[N:33]([CH3:34])[CH:32]=[N:31][CH:30]=1)#[CH:28]. (5) Given the product [C:28]1([C:37]2[CH:42]=[CH:41][CH:40]=[CH:39][CH:38]=2)[CH:33]=[CH:32][CH:31]=[CH:30][C:29]=1[C:9]1[CH:10]=[C:11]2[C:6](=[CH:7][CH:8]=1)[C:5]1([C:16]3[CH:17]=[CH:18][CH:19]=[CH:20][C:21]=3[C:22]3[C:27]1=[CH:26][CH:25]=[CH:24][CH:23]=3)[C:4]1[CH:3]=[C:2]([Br:1])[CH:14]=[CH:13][C:12]2=1, predict the reactants needed to synthesize it. The reactants are: [Br:1][C:2]1[CH:14]=[CH:13][C:12]2[C:11]3[C:6](=[CH:7][C:8](Br)=[CH:9][CH:10]=3)[C:5]3([C:27]4[CH:26]=[CH:25][CH:24]=[CH:23][C:22]=4[C:21]4[C:16]3=[CH:17][CH:18]=[CH:19][CH:20]=4)[C:4]=2[CH:3]=1.[C:28]1([C:37]2[CH:42]=[CH:41][CH:40]=[CH:39][CH:38]=2)[CH:33]=[CH:32][CH:31]=[CH:30][C:29]=1B(O)O.C([O-])([O-])=O.[Na+].[Na+].CCO. (6) Given the product [CH2:7]([C:8]([C:4]1[CH:5]=[CH:6][C:1]([CH3:7])=[CH:2][CH:3]=1)=[O:9])[C:1]1[CH:6]=[CH:5][CH:4]=[CH:3][CH:2]=1, predict the reactants needed to synthesize it. The reactants are: [C:1]1([CH2:7][C:8](Cl)=[O:9])[CH:6]=[CH:5][CH:4]=[CH:3][CH:2]=1.[Cl-].[Cl-].[Cl-].[Al+3].